Dataset: Catalyst prediction with 721,799 reactions and 888 catalyst types from USPTO. Task: Predict which catalyst facilitates the given reaction. (1) The catalyst class is: 1. Reactant: Br[C:2]1[C:7]([F:8])=[CH:6][CH:5]=[CH:4][N:3]=1.C([Li])CCC.[CH2:14]([Sn:18](Cl)([CH2:23][CH2:24][CH2:25][CH3:26])[CH2:19][CH2:20][CH2:21][CH3:22])[CH2:15][CH2:16][CH3:17]. Product: [F:8][C:7]1[C:2]([Sn:18]([CH2:19][CH2:20][CH2:21][CH3:22])([CH2:23][CH2:24][CH2:25][CH3:26])[CH2:14][CH2:15][CH2:16][CH3:17])=[N:3][CH:4]=[CH:5][CH:6]=1. (2) Reactant: [Cl:1][C:2]1[CH:7]=[CH:6][C:5]([NH:8]C(=O)OC(C)(C)C)=[CH:4][C:3]=1[NH:16][C:17](=[O:21])[CH:18]([CH3:20])[CH3:19].NC1C=C(NC(=O)OC(C)(C)C)C=CC=1Cl.C(Cl)(=O)C(C)C.C(N(CC)C(C)C)(C)C. Product: [NH2:8][C:5]1[CH:6]=[CH:7][C:2]([Cl:1])=[C:3]([NH:16][C:17](=[O:21])[CH:18]([CH3:19])[CH3:20])[CH:4]=1. The catalyst class is: 545.